The task is: Regression. Given two drug SMILES strings and cell line genomic features, predict the synergy score measuring deviation from expected non-interaction effect.. This data is from NCI-60 drug combinations with 297,098 pairs across 59 cell lines. (1) Drug 1: C1=C(C(=O)NC(=O)N1)F. Drug 2: C1CN1P(=S)(N2CC2)N3CC3. Cell line: OVCAR-5. Synergy scores: CSS=33.0, Synergy_ZIP=-3.32, Synergy_Bliss=-6.05, Synergy_Loewe=-7.10, Synergy_HSA=-2.99. (2) Drug 1: CC1=C(C=C(C=C1)NC2=NC=CC(=N2)N(C)C3=CC4=NN(C(=C4C=C3)C)C)S(=O)(=O)N.Cl. Drug 2: CN(CCCl)CCCl.Cl. Cell line: A549. Synergy scores: CSS=30.0, Synergy_ZIP=-6.75, Synergy_Bliss=0.830, Synergy_Loewe=-18.0, Synergy_HSA=-1.25. (3) Drug 2: CC1C(C(CC(O1)OC2CC(CC3=C2C(=C4C(=C3O)C(=O)C5=C(C4=O)C(=CC=C5)OC)O)(C(=O)C)O)N)O.Cl. Cell line: SR. Synergy scores: CSS=89.9, Synergy_ZIP=7.76, Synergy_Bliss=7.65, Synergy_Loewe=8.41, Synergy_HSA=11.4. Drug 1: CC(CN1CC(=O)NC(=O)C1)N2CC(=O)NC(=O)C2. (4) Drug 1: C1=CC=C(C(=C1)C(C2=CC=C(C=C2)Cl)C(Cl)Cl)Cl. Drug 2: CC1=C(C=C(C=C1)C(=O)NC2=CC(=CC(=C2)C(F)(F)F)N3C=C(N=C3)C)NC4=NC=CC(=N4)C5=CN=CC=C5. Cell line: HOP-92. Synergy scores: CSS=-6.16, Synergy_ZIP=1.82, Synergy_Bliss=-0.564, Synergy_Loewe=-5.01, Synergy_HSA=-5.93. (5) Drug 1: CC1OCC2C(O1)C(C(C(O2)OC3C4COC(=O)C4C(C5=CC6=C(C=C35)OCO6)C7=CC(=C(C(=C7)OC)O)OC)O)O. Drug 2: CC(C)(C1=NC(=CC=C1)N2C3=NC(=NC=C3C(=O)N2CC=C)NC4=CC=C(C=C4)N5CCN(CC5)C)O. Cell line: T-47D. Synergy scores: CSS=28.3, Synergy_ZIP=-0.170, Synergy_Bliss=-1.92, Synergy_Loewe=-0.948, Synergy_HSA=0.663. (6) Drug 1: CCC1=C2CN3C(=CC4=C(C3=O)COC(=O)C4(CC)O)C2=NC5=C1C=C(C=C5)O. Drug 2: COC1=C2C(=CC3=C1OC=C3)C=CC(=O)O2. Cell line: TK-10. Synergy scores: CSS=2.12, Synergy_ZIP=-4.64, Synergy_Bliss=-2.47, Synergy_Loewe=-13.9, Synergy_HSA=-2.12. (7) Drug 1: COC1=NC(=NC2=C1N=CN2C3C(C(C(O3)CO)O)O)N. Drug 2: C1=NNC2=C1C(=O)NC=N2. Cell line: NCI-H460. Synergy scores: CSS=-0.160, Synergy_ZIP=-2.43, Synergy_Bliss=-0.732, Synergy_Loewe=-8.77, Synergy_HSA=-2.04. (8) Drug 1: CC1=C(C=C(C=C1)NC2=NC=CC(=N2)N(C)C3=CC4=NN(C(=C4C=C3)C)C)S(=O)(=O)N.Cl. Drug 2: C1=C(C(=O)NC(=O)N1)F. Cell line: K-562. Synergy scores: CSS=51.3, Synergy_ZIP=-8.03, Synergy_Bliss=-10.7, Synergy_Loewe=-9.43, Synergy_HSA=-7.43. (9) Drug 1: COC1=CC(=CC(=C1O)OC)C2C3C(COC3=O)C(C4=CC5=C(C=C24)OCO5)OC6C(C(C7C(O6)COC(O7)C8=CC=CS8)O)O. Drug 2: CC1=C(C(CCC1)(C)C)C=CC(=CC=CC(=CC(=O)O)C)C. Cell line: SN12C. Synergy scores: CSS=44.0, Synergy_ZIP=-3.14, Synergy_Bliss=-0.186, Synergy_Loewe=-2.17, Synergy_HSA=4.19. (10) Drug 1: CC1=C2C(C(=O)C3(C(CC4C(C3C(C(C2(C)C)(CC1OC(=O)C(C(C5=CC=CC=C5)NC(=O)C6=CC=CC=C6)O)O)OC(=O)C7=CC=CC=C7)(CO4)OC(=O)C)O)C)OC(=O)C. Drug 2: C1=CN(C=N1)CC(O)(P(=O)(O)O)P(=O)(O)O. Cell line: HOP-62. Synergy scores: CSS=-0.241, Synergy_ZIP=0.744, Synergy_Bliss=0.645, Synergy_Loewe=-8.41, Synergy_HSA=-1.09.